From a dataset of Reaction yield outcomes from USPTO patents with 853,638 reactions. Predict the reaction yield, written as a fraction of the theoretical maximum amount of product (1.0 means a 100% yield; for example, 0.34 means a 34% yield). (1) The yield is 0.990. The product is [Cl:1][C:2]1[CH:3]=[C:4]([S:9]([N:13]2[CH2:18][CH2:17][CH:16]([CH2:19][NH:20][C:21](=[O:27])[O:22][C:23]([CH3:25])([CH3:24])[CH3:26])[CH2:15][CH2:14]2)(=[O:11])=[O:10])[CH:5]=[CH:6][C:7]=1[Cl:8]. The reactants are [Cl:1][C:2]1[CH:3]=[C:4]([S:9](Cl)(=[O:11])=[O:10])[CH:5]=[CH:6][C:7]=1[Cl:8].[NH:13]1[CH2:18][CH2:17][CH:16]([CH2:19][NH:20][C:21](=[O:27])[O:22][C:23]([CH3:26])([CH3:25])[CH3:24])[CH2:15][CH2:14]1.C(N(CC)CC)C.CO. The catalyst is C(Cl)Cl. (2) The reactants are [O:1]1[CH2:5][CH2:4][CH:3]([CH2:6][OH:7])[CH2:2]1.[S:8](Cl)([C:11]1[CH:17]=[CH:16][C:14]([CH3:15])=[CH:13][CH:12]=1)(=[O:10])=[O:9]. The catalyst is N1C=CC=CC=1.CCOC(C)=O. The product is [CH3:15][C:14]1[CH:16]=[CH:17][C:11]([S:8]([O:7][CH2:6][CH:3]2[CH2:4][CH2:5][O:1][CH2:2]2)(=[O:10])=[O:9])=[CH:12][CH:13]=1. The yield is 0.690. (3) The reactants are [F:1][C:2]1[CH:9]=[CH:8][C:5]([CH:6]=O)=[CH:4][CH:3]=1.S([O-])([O-])(=O)=O.[Na+].[Na+].[NH2:17][C:18]1[CH:26]=[CH:25][CH:24]=[C:23]2[C:19]=1[CH2:20][O:21][C:22]2=[O:27]. The catalyst is ClCCl. The product is [F:1][C:2]1[CH:9]=[CH:8][C:5](/[CH:6]=[N:17]/[C:18]2[CH:26]=[CH:25][CH:24]=[C:23]3[C:19]=2[CH2:20][O:21][C:22]3=[O:27])=[CH:4][CH:3]=1. The yield is 0.810. (4) The product is [C:8]([C:6]1[CH:7]=[C:2]([Cl:1])[C:3]([C:16]#[N:17])=[C:4]([I:14])[C:5]=1[O:11][CH2:12][CH3:13])(=[O:10])[CH3:9]. The yield is 0.770. The catalyst is CN(C=O)C.O. The reactants are [Cl:1][C:2]1[C:3](F)=[C:4]([I:14])[C:5]([O:11][CH2:12][CH3:13])=[C:6]([C:8](=[O:10])[CH3:9])[CH:7]=1.[C-:16]#[N:17].[K+]. (5) The product is [F:13][C:14]([F:25])([F:24])[C:15]1[CH:20]=[CH:19][C:18]([C:2]2[CH:11]=[N:10][C:9]3[NH:8][C:7](=[O:12])[CH2:6][O:5][C:4]=3[CH:3]=2)=[CH:17][CH:16]=1. The reactants are Br[C:2]1[CH:11]=[N:10][C:9]2[NH:8][C:7](=[O:12])[CH2:6][O:5][C:4]=2[CH:3]=1.[F:13][C:14]([F:25])([F:24])[C:15]1[CH:20]=[CH:19][C:18](B(O)O)=[CH:17][CH:16]=1.C(=O)([O-])[O-].[K+].[K+]. The catalyst is CN(C=O)C.C1C=CC([P]([Pd]([P](C2C=CC=CC=2)(C2C=CC=CC=2)C2C=CC=CC=2)([P](C2C=CC=CC=2)(C2C=CC=CC=2)C2C=CC=CC=2)[P](C2C=CC=CC=2)(C2C=CC=CC=2)C2C=CC=CC=2)(C2C=CC=CC=2)C2C=CC=CC=2)=CC=1. The yield is 0.0600. (6) The reactants are [OH:1][C:2]1[CH:11]=[CH:10][C:5]2[C:6](=[O:9])[CH2:7][O:8][C:4]=2[C:3]=1[CH2:12][N:13]1[CH2:18][CH2:17][N:16]([C:19]([O:21][C:22]([CH3:25])([CH3:24])[CH3:23])=[O:20])[CH2:15][CH2:14]1.[C:26]([C:28]1[N:33]=[C:32]2[NH:34][CH:35]=[C:36]([CH:37]=O)[C:31]2=[CH:30][CH:29]=1)#[CH:27]. The catalyst is CO.N1CCCCC1. The product is [C:26]([C:28]1[N:33]=[C:32]2[NH:34][CH:35]=[C:36](/[CH:37]=[C:7]3\[O:8][C:4]4[C:3]([CH2:12][N:13]5[CH2:14][CH2:15][N:16]([C:19]([O:21][C:22]([CH3:25])([CH3:24])[CH3:23])=[O:20])[CH2:17][CH2:18]5)=[C:2]([OH:1])[CH:11]=[CH:10][C:5]=4[C:6]\3=[O:9])[C:31]2=[CH:30][CH:29]=1)#[CH:27]. The yield is 0.600.